From a dataset of Full USPTO retrosynthesis dataset with 1.9M reactions from patents (1976-2016). Predict the reactants needed to synthesize the given product. (1) Given the product [Br:1][C:2]1[CH:3]=[CH:4][C:5]([CH2:6][NH:7][C:8]([C:9](=[CH:19][N:20]([CH3:22])[CH3:21])[C:10]([O:12][CH3:13])=[O:11])=[O:14])=[CH:15][CH:16]=1, predict the reactants needed to synthesize it. The reactants are: [Br:1][C:2]1[CH:16]=[CH:15][C:5]([CH2:6][NH:7][C:8](=[O:14])[CH2:9][C:10]([O:12][CH3:13])=[O:11])=[CH:4][CH:3]=1.CO[CH:19](OC)[N:20]([CH3:22])[CH3:21]. (2) Given the product [CH3:11][O:12][C:13]1[CH:14]=[CH:15][C:16]([CH2:17][NH:18][C:19]2[C:28]([CH:29]3[CH2:34][CH2:33][O:32][CH2:31][CH2:30]3)=[CH:27][C:26]3[C:21](=[CH:22][CH:23]=[C:24]([C:2]4[C:9]([CH3:10])=[CH:8][CH:7]=[CH:6][C:3]=4[C:4]#[N:5])[CH:25]=3)[N:20]=2)=[CH:44][CH:45]=1, predict the reactants needed to synthesize it. The reactants are: Br[C:2]1[C:9]([CH3:10])=[CH:8][CH:7]=[CH:6][C:3]=1[C:4]#[N:5].[CH3:11][O:12][C:13]1[CH:45]=[CH:44][C:16]([CH2:17][NH:18][C:19]2[C:28]([CH:29]3[CH2:34][CH2:33][O:32][CH2:31][CH2:30]3)=[CH:27][C:26]3[C:21](=[CH:22][CH:23]=[C:24](B4OC(C)(C)C(C)(C)O4)[CH:25]=3)[N:20]=2)=[CH:15][CH:14]=1.C1(P(C2CCCCC2)C2C=CC=CC=2C2C(CCC)=CC(CCC)=CC=2CCC)CCCCC1.P([O-])([O-])([O-])=O.[K+].[K+].[K+].